This data is from Full USPTO retrosynthesis dataset with 1.9M reactions from patents (1976-2016). The task is: Predict the reactants needed to synthesize the given product. (1) Given the product [C:1]1([C:13]2[CH:18]=[CH:17][CH:16]=[CH:15][CH:14]=2)[CH:6]=[CH:5][CH:4]=[C:3]([NH:7][CH2:8][CH2:9][C:10]([N:21]2[CH2:22][CH2:23][CH2:24][CH2:25][CH:20]2[CH3:19])=[O:12])[CH:2]=1, predict the reactants needed to synthesize it. The reactants are: [C:1]1([C:13]2[CH:18]=[CH:17][CH:16]=[CH:15][CH:14]=2)[CH:6]=[CH:5][CH:4]=[C:3]([NH:7][CH2:8][CH2:9][C:10]([OH:12])=O)[CH:2]=1.[CH3:19][CH:20]1[CH2:25][CH2:24][CH2:23][CH2:22][NH:21]1.C(N(CC)CC)C. (2) The reactants are: C(O[BH-](OC(=O)C)OC(=O)C)(=O)C.[Na+].[O:15]([CH2:22][C:23]1[CH:31]=[C:26]2[CH:27]=[N:28][CH2:29][CH2:30][N:25]2[N:24]=1)[C:16]1[CH:21]=[CH:20][CH:19]=[CH:18][CH:17]=1.[F:32][C:33]1[CH:41]=[CH:40][C:36]([C:37](Cl)=[O:38])=[CH:35][CH:34]=1. Given the product [F:32][C:33]1[CH:41]=[CH:40][C:36]([C:37]([N:28]2[CH2:29][CH2:30][N:25]3[N:24]=[C:23]([CH2:22][O:15][C:16]4[CH:17]=[CH:18][CH:19]=[CH:20][CH:21]=4)[CH:31]=[C:26]3[CH2:27]2)=[O:38])=[CH:35][CH:34]=1, predict the reactants needed to synthesize it. (3) Given the product [Cl:1][S:2]([C:10]1[CH:11]=[CH:12][C:7]([O:6][CH2:13][C:14]([O:16][CH2:17][CH3:18])=[O:15])=[CH:8][CH:9]=1)(=[O:5])=[O:3], predict the reactants needed to synthesize it. The reactants are: [Cl:1][S:2]([OH:5])(=O)=[O:3].[O:6]([CH2:13][C:14]([O:16][CH2:17][CH3:18])=[O:15])[C:7]1[CH:12]=[CH:11][CH:10]=[CH:9][CH:8]=1. (4) Given the product [CH3:29][C:30]1[N:31]=[C:32]([N:40]2[CH2:44][CH2:43][N:42]([CH2:45][C:46]3[CH:51]=[CH:50][CH:49]=[CH:48][N:47]=3)[C:41]2=[O:52])[S:33][C:34]=1[C:35]([OH:37])=[O:36], predict the reactants needed to synthesize it. The reactants are: CC1C=C(N2CCN(CC3C=CC(C(F)(F)F)=CC=3)C2=O)SC=1C(OCC)=O.[CH3:29][C:30]1[N:31]=[C:32]([N:40]2[CH2:44][CH2:43][N:42]([CH2:45][C:46]3[CH:51]=[CH:50][CH:49]=[CH:48][N:47]=3)[C:41]2=[O:52])[S:33][C:34]=1[C:35]([O:37]CC)=[O:36].